Dataset: Reaction yield outcomes from USPTO patents with 853,638 reactions. Task: Predict the reaction yield, written as a fraction of the theoretical maximum amount of product (1.0 means a 100% yield; for example, 0.34 means a 34% yield). The reactants are [Cl:1][C:2]1[N:7]=[C:6]([C:8]2[CH:13]=[CH:12][C:11]([NH:14][S:15]([CH3:18])(=[O:17])=[O:16])=[CH:10][CH:9]=2)[CH:5]=[CH:4][N:3]=1.C(=O)([O-])[O-].[K+].[K+].Br[CH2:26][C:27]#[N:28]. The catalyst is CC(C)=O. The product is [Cl:1][C:2]1[N:7]=[C:6]([C:8]2[CH:9]=[CH:10][C:11]([N:14]([CH2:26][C:27]#[N:28])[S:15]([CH3:18])(=[O:16])=[O:17])=[CH:12][CH:13]=2)[CH:5]=[CH:4][N:3]=1. The yield is 0.890.